Task: Predict the product of the given reaction.. Dataset: Forward reaction prediction with 1.9M reactions from USPTO patents (1976-2016) (1) Given the reactants FC(F)(F)S(O[C:7]1[CH:12]=[CH:11][C:10]([C:13]2[N:17]([C:18]3[CH:19]=[N:20][C:21]([S:24]([NH2:27])(=[O:26])=[O:25])=[CH:22][CH:23]=3)[N:16]=[C:15]([C:28]([F:31])([F:30])[F:29])[CH:14]=2)=[CH:9][C:8]=1[F:32])(=O)=O.C([Sn](CCCC)(CCCC)[C:40]1[S:44][CH:43]=[N:42][CH:41]=1)CCC.[Cl-].[Li+], predict the reaction product. The product is: [F:32][C:8]1[CH:9]=[C:10]([C:13]2[N:17]([C:18]3[CH:23]=[CH:22][C:21]([S:24]([NH2:27])(=[O:25])=[O:26])=[N:20][CH:19]=3)[N:16]=[C:15]([C:28]([F:29])([F:31])[F:30])[CH:14]=2)[CH:11]=[CH:12][C:7]=1[C:40]1[S:44][CH:43]=[N:42][CH:41]=1. (2) Given the reactants [F:1][C:2]([F:15])([F:14])[C:3]([C:6]1[CH:11]=[CH:10][C:9]([O:12][CH3:13])=[CH:8][CH:7]=1)(O)[CH3:4].N1C=CC=CC=1.S(Cl)([Cl:25])(=O)=O, predict the reaction product. The product is: [Cl:25][C:3]([C:6]1[CH:11]=[CH:10][C:9]([O:12][CH3:13])=[CH:8][CH:7]=1)([CH3:4])[C:2]([F:15])([F:14])[F:1]. (3) Given the reactants [OH:1][C@H:2]1[CH2:6][N:5]([C:7]([O:9][C:10]([CH3:13])([CH3:12])[CH3:11])=[O:8])[C@H:4]([CH2:14][OH:15])[CH2:3]1.[C:16]1([CH3:26])[CH:21]=[CH:20][C:19]([S:22](Cl)(=[O:24])=[O:23])=[CH:18][CH:17]=1, predict the reaction product. The product is: [OH:1][C@H:2]1[CH2:6][N:5]([C:7]([O:9][C:10]([CH3:11])([CH3:12])[CH3:13])=[O:8])[C@H:4]([CH2:14][O:15][S:22]([C:19]2[CH:20]=[CH:21][C:16]([CH3:26])=[CH:17][CH:18]=2)(=[O:24])=[O:23])[CH2:3]1. (4) Given the reactants [O-][CH2:2]C.[Na+].[NH2:5][C:6]1[CH:11]=[C:10]([O:12][CH2:13][C:14]2[CH:19]=[CH:18][CH:17]=[CH:16][CH:15]=2)[C:9]([O:20][CH3:21])=[CH:8][C:7]=1[C:22](=[O:24])[CH3:23].C(OCC)=O.Cl, predict the reaction product. The product is: [CH2:13]([O:12][C:10]1[CH:11]=[C:6]2[C:7]([C:22]([OH:24])=[CH:23][CH:2]=[N:5]2)=[CH:8][C:9]=1[O:20][CH3:21])[C:14]1[CH:19]=[CH:18][CH:17]=[CH:16][CH:15]=1. (5) Given the reactants [Cl:1][C:2]1[CH:9]=[CH:8][C:5]([CH2:6][NH2:7])=[CH:4][CH:3]=1.C(N(CC)CC)C.Cl.[N:18]1([CH2:24][CH2:25][C:26]2[N:30]3[CH:31]=[CH:32][CH:33]=[CH:34][C:29]3=[C:28]([C:35](Cl)=[O:36])[N:27]=2)[CH2:23][CH2:22][O:21][CH2:20][CH2:19]1, predict the reaction product. The product is: [Cl:1][C:2]1[CH:9]=[CH:8][C:5]([CH2:6][NH:7][C:35]([C:28]2[N:27]=[C:26]([CH2:25][CH2:24][N:18]3[CH2:19][CH2:20][O:21][CH2:22][CH2:23]3)[N:30]3[CH:31]=[CH:32][CH:33]=[CH:34][C:29]=23)=[O:36])=[CH:4][CH:3]=1. (6) Given the reactants Cl[C:2]1[N:7]=[C:6]2[O:8][C:9]3[CH:14]=[CH:13][CH:12]=[CH:11][C:10]=3[C:5]2=[CH:4][CH:3]=1.[C:15]1(B(O)O)[CH:20]=[CH:19][CH:18]=[CH:17][CH:16]=1.P([O-])([O-])([O-])=O.[K+].[K+].[K+].C1(C)C=CC=CC=1, predict the reaction product. The product is: [C:15]1([C:2]2[N:7]=[C:6]3[O:8][C:9]4[CH:14]=[CH:13][CH:12]=[CH:11][C:10]=4[C:5]3=[CH:4][CH:3]=2)[CH:20]=[CH:19][CH:18]=[CH:17][CH:16]=1. (7) Given the reactants Cl.[NH2:2][CH2:3][C:4]1[CH:11]=[CH:10][C:7]([C:8]#[N:9])=[CH:6][CH:5]=1.C(N(CC)CC)C.FC(F)(F)S(O[Si:25]([CH3:28])([CH3:27])[CH3:26])(=O)=O, predict the reaction product. The product is: [CH3:26][Si:25]([N:9]([CH2:8][C:7]1[CH:10]=[CH:11][C:4]([C:3]#[N:2])=[CH:5][CH:6]=1)[Si:25]([CH3:28])([CH3:27])[CH3:26])([CH3:28])[CH3:27]. (8) Given the reactants C([O:3][C:4](=[O:36])[CH2:5][CH:6]1[O:10][B:9]([OH:11])[C:8]2[CH:12]=[C:13]([O:17][C:18]3[CH:23]=[CH:22][N:21]=[C:20]([O:24][CH2:25][CH2:26][CH2:27][NH:28][C:29]([O:31][C:32]([CH3:35])([CH3:34])[CH3:33])=[O:30])[N:19]=3)[CH:14]=[C:15]([CH3:16])[C:7]1=2)C.[Li+].[OH-].Cl, predict the reaction product. The product is: [C:32]([O:31][C:29]([NH:28][CH2:27][CH2:26][CH2:25][O:24][C:20]1[N:19]=[C:18]([O:17][C:13]2[CH:14]=[C:15]([CH3:16])[C:7]3[CH:6]([CH2:5][C:4]([OH:36])=[O:3])[O:10][B:9]([OH:11])[C:8]=3[CH:12]=2)[CH:23]=[CH:22][N:21]=1)=[O:30])([CH3:34])([CH3:35])[CH3:33]. (9) Given the reactants [NH2:1][CH2:2][C@@H:3]([OH:7])[CH2:4][O:5][CH3:6].C([O-])([O-])=O.[K+].[K+].[Br:14][C:15]1[CH:16]=[C:17]([CH:22]=[CH:23][C:24]=1[CH2:25]Br)[C:18]([O:20][CH3:21])=[O:19], predict the reaction product. The product is: [Br:14][C:15]1[CH:16]=[C:17]([CH:22]=[CH:23][C:24]=1[CH2:25][NH:1][CH2:2][C@@H:3]([OH:7])[CH2:4][O:5][CH3:6])[C:18]([O:20][CH3:21])=[O:19]. (10) Given the reactants [C:1]([O:4][CH2:5][C:6]1[CH:11]=[C:10]([S:12][C:13]([CH3:16])([CH3:15])[CH3:14])[C:9]([O:17]CC2C=CC(OC)=CC=2)=[CH:8][N:7]=1)(=[O:3])[CH3:2].C([SiH](CC)CC)C.FC(F)(F)C(O)=O, predict the reaction product. The product is: [C:1]([O:4][CH2:5][C:6]1[CH:11]=[C:10]([S:12][C:13]([CH3:16])([CH3:15])[CH3:14])[C:9]([OH:17])=[CH:8][N:7]=1)(=[O:3])[CH3:2].